This data is from Forward reaction prediction with 1.9M reactions from USPTO patents (1976-2016). The task is: Predict the product of the given reaction. (1) Given the reactants [CH2:1]([C:4]1([CH3:28])[C:9]2[N:10]([CH2:18][C:19]([C:21]3[CH:26]=[CH:25][N:24]=[CH:23][CH:22]=3)=C)[C:11]3[CH:12]=[CH:13][C:14]([CH3:17])=[CH:15][C:16]=3[C:8]=2[CH2:7][N:6]([CH3:27])[CH2:5]1)[CH:2]=C, predict the reaction product. The product is: [CH3:27][N:6]1[CH2:5][C:4]2([CH3:28])[CH2:1][CH:2]=[C:19]([C:21]3[CH:22]=[CH:23][N:24]=[CH:25][CH:26]=3)[CH2:18][N:10]3[C:9]2=[C:8]([C:16]2[CH:15]=[C:14]([CH3:17])[CH:13]=[CH:12][C:11]=23)[CH2:7]1. (2) Given the reactants [F:1][C:2]1[CH:3]=[C:4]([CH:6]=[C:7]([I:9])[CH:8]=1)[NH2:5].[Cl:10][C:11]1[CH:19]=[CH:18][C:14]([C:15](Cl)=[O:16])=[CH:13][N:12]=1.ClC1C=CC(C(NC2C=CC(I)=C(C)C=2)=O)=CN=1, predict the reaction product. The product is: [Cl:10][C:11]1[CH:19]=[CH:18][C:14]([C:15]([NH:5][C:4]2[CH:6]=[C:7]([I:9])[CH:8]=[C:2]([F:1])[CH:3]=2)=[O:16])=[CH:13][N:12]=1. (3) Given the reactants [C:1]([O:5][C:6](=[O:17])[NH:7][C:8]1[CH:9]=[C:10]2[C:14](=[CH:15][CH:16]=1)[NH:13][CH:12]=[CH:11]2)([CH3:4])([CH3:3])[CH3:2].[F:18][C:19]1[CH:20]=[C:21]([N+:26]([O-:28])=[O:27])[CH:22]=[CH:23][C:24]=1F, predict the reaction product. The product is: [C:1]([O:5][C:6](=[O:17])[NH:7][C:8]1[CH:9]=[C:10]2[C:14](=[CH:15][CH:16]=1)[N:13]([C:24]1[CH:23]=[CH:22][C:21]([N+:26]([O-:28])=[O:27])=[CH:20][C:19]=1[F:18])[CH:12]=[CH:11]2)([CH3:4])([CH3:2])[CH3:3].